Dataset: Forward reaction prediction with 1.9M reactions from USPTO patents (1976-2016). Task: Predict the product of the given reaction. (1) Given the reactants [Cl:1][C:2]1[C:3]([F:24])=[C:4]([NH:9][C:10]2[C:19]3[C:14](=[CH:15][C:16](F)=[C:17]([N+:20]([O-:22])=[O:21])[CH:18]=3)[N:13]=[CH:12][N:11]=2)[CH:5]=[CH:6][C:7]=1[Cl:8].[CH3:25][O-:26].[Na+].O, predict the reaction product. The product is: [Cl:1][C:2]1[C:3]([F:24])=[C:4]([NH:9][C:10]2[C:19]3[C:14](=[CH:15][C:16]([O:26][CH3:25])=[C:17]([N+:20]([O-:22])=[O:21])[CH:18]=3)[N:13]=[CH:12][N:11]=2)[CH:5]=[CH:6][C:7]=1[Cl:8]. (2) Given the reactants [Br:1][C:2]1[CH:3]=[C:4]([CH:10]=[CH:11][CH:12]=1)[O:5][CH2:6][CH:7]1[CH2:9][O:8]1.[CH2:13]1[C:22]2[C:17](=[CH:18][CH:19]=[CH:20][CH:21]=2)[CH2:16][CH2:15][NH:14]1, predict the reaction product. The product is: [Br:1][C:2]1[CH:3]=[C:4]([CH:10]=[CH:11][CH:12]=1)[O:5][CH2:6][CH:7]([OH:8])[CH2:9][N:14]1[CH2:15][CH2:16][C:17]2[C:22](=[CH:21][CH:20]=[CH:19][CH:18]=2)[CH2:13]1. (3) The product is: [Cl:53][C:45]1[CH:46]=[C:47]([C:48]2[S:49][CH:50]=[CH:51][CH:52]=2)[C:41]2[O:40][C:39]([CH2:38][NH2:35])([CH3:54])[CH2:43][C:42]=2[CH:44]=1. Given the reactants S(C1C=CC(C)=CC=1)([O-])(=O)=O.[N-]=[N+]=[N-].[Na+].N(CC1CC2C=C(Cl)C=C(C3C=CSC=3)C=2O1)=[N+]=[N-].[N:35]([CH2:38][C:39]1([CH3:54])[CH2:43][C:42]2[CH:44]=[C:45]([Cl:53])[CH:46]=[C:47]([C:48]3[S:49][CH:50]=[CH:51][CH:52]=3)[C:41]=2[O:40]1)=[N+]=[N-].[N-]=[N+]=[N-], predict the reaction product. (4) Given the reactants [NH2:1][C@@H:2]1[CH2:7][CH2:6][CH2:5][N:4](C(OC(C)(C)C)=O)[CH2:3]1.[F:15][C:16]1[CH:17]=[CH:18][CH:19]=[C:20]2[C:24]=1[NH:23][C:22]([C:25](O)=[O:26])=[CH:21]2.N, predict the reaction product. The product is: [F:15][C:16]1[CH:17]=[CH:18][CH:19]=[C:20]2[C:24]=1[NH:23][C:22]([C:25]([NH:1][C@@H:2]1[CH2:7][CH2:6][CH2:5][NH:4][CH2:3]1)=[O:26])=[CH:21]2. (5) Given the reactants [OH:1][C:2]1[CH:10]=[CH:9][C:5]([C:6]([OH:8])=[O:7])=[CH:4][C:3]=1[N+:11]([O-])=O, predict the reaction product. The product is: [NH2:11][C:3]1[CH:4]=[C:5]([CH:9]=[CH:10][C:2]=1[OH:1])[C:6]([OH:8])=[O:7]. (6) Given the reactants [Cl:1][C:2]1[C:7]([C:8]([NH:10][C:11]2[CH:34]=[CH:33][C:14]3[CH2:15][CH2:16][C:17]4[C:18]([C:30]([NH2:32])=[O:31])=[N:19][N:20]([C:22]5[CH:27]=[CH:26][C:25]([C:28]#[CH:29])=[CH:24][CH:23]=5)[C:21]=4[C:13]=3[CH:12]=2)=[O:9])=[CH:6][CH:5]=[CH:4][N:3]=1.O.[OH:36]S(C(F)(F)F)(=O)=O.C([O-])(O)=O.[Na+], predict the reaction product. The product is: [C:28]([C:25]1[CH:26]=[CH:27][C:22]([N:20]2[C:21]3[C:13]4[CH:12]=[C:11]([NH:10][C:8]([C:7]5[C:2]([Cl:1])=[N:3][CH:4]=[CH:5][CH:6]=5)=[O:9])[CH:34]=[CH:33][C:14]=4[CH2:15][CH2:16][C:17]=3[C:18]([C:30]([NH2:32])=[O:31])=[N:19]2)=[CH:23][CH:24]=1)(=[O:36])[CH3:29]. (7) The product is: [Br:1][C:2]1[CH:3]=[C:4]([N+:10]([O-:12])=[O:11])[C:5]([CH3:9])=[C:6]([OH:13])[CH:7]=1. Given the reactants [Br:1][C:2]1[CH:3]=[C:4]([N+:10]([O-:12])=[O:11])[C:5]([CH3:9])=[C:6](N)[CH:7]=1.[OH:13]S(O)(=O)=O.N([O-])=O.[Na+], predict the reaction product.